From a dataset of Experimentally validated miRNA-target interactions with 360,000+ pairs, plus equal number of negative samples. Binary Classification. Given a miRNA mature sequence and a target amino acid sequence, predict their likelihood of interaction. (1) The miRNA is hsa-miR-4733-3p with sequence CCACCAGGUCUAGCAUUGGGAU. The protein sequence of the target gene is MLERRCRGPLAMGLAQPRLLSGPSQESPQTLGKESRGLRQQGTSVAQSGAQAPGRAHRCAHCRRHFPGWVALWLHTRRCQARLPLPCPECGRRFRHAPFLALHRQVHAAATPDLGFACHLCGQSFRGWVALVLHLRAHSAAKRPIACPKCERRFWRRKQLRAHLRRCHPPAPEARPFICGNCGRSFAQWDQLVAHKRVHVAEALEEAAAKALGPRPRGRPAVTAPRPGGDAVDRPFQCACCGKRFRHKPNLIAHRRVHTGERPHQCPECGKRFTNKPYLTSHRRIHTGEKPYPCKECGRR.... Result: 1 (interaction). (2) The miRNA is hsa-miR-223-5p with sequence CGUGUAUUUGACAAGCUGAGUU. The protein sequence of the target gene is MPAHILQEISGAYSATTTITAPPSGGQQNGGEKFEKSSHHWGADVRPELKDDLYDPTYQDDEGPPPKLEYVWRNIILMALLHLGALYGITLVPSCKLYTCLFAYLYYVISALGITAGAHRLWSHRTYKARLPLRLFLIIANTMAFQNDVYEWARDHRAHHKFSETHADPHNSRRGFFFSHVGWLLVRKHPAVKEKGGKLDMSDLKAEKLVMFQRRYYKPGLLLMCFVLPTLVPWYCWGETFVNSLCVSTFLRYAVVLNATWLVNSAAHLYGYRPYDKNISSRENILVSMGAVGEGFHNYH.... Result: 0 (no interaction). (3) The miRNA is hsa-miR-1193 with sequence GGGAUGGUAGACCGGUGACGUGC. The protein sequence of the target gene is MAELQMLLEEEIPGGRRALFDSYTNLERVADYCENNYIQSADKQRALEETKAYTTQSLASVAYLINTLANNVLQMLDIQASQLRRMESSINHISQTVDIHKEKVARREIGILTTNKNTSRTHKIIAPANLERPVRYIRKPIDYTILDDIGHGVKWLLRFKVSTQNMKMGGLPRTTPPTQKPPSPPMSGKGTLGRHSPYRTLEPVRPPVVPNDYVPSPTRNMAPSQQSPVRTASVNQRNRTYSSSGSSGGSHPSSRSSSRENSGSGSVGVPIAVPTPSPPSVFPAPAGSAGTPPLPATSAS.... Result: 1 (interaction). (4) Result: 1 (interaction). The miRNA is hsa-miR-515-5p with sequence UUCUCCAAAAGAAAGCACUUUCUG. The protein sequence of the target gene is MKRHEMVVAKHSALCSRFAQDLWLEQNIKDSFQKVTLSRYGKYGHKNLQLRKGCKSVDECKGHQGGFNGLNQCLKITTSKIFQCNKYVKVMHKFSNSNRHKIRHTENKHFRCKECDKSLCMLSRLTQHKKIHTRENFYKCEECGKTFNWSTNLSKPKKIHTGEKPYKCEVCGKAFHQSSILTKHKIIRTGEKPYKCAHCGKAFKQSSHLTRHKIIHTEEKPYKCEQCGKVFKQSPTLTKHQIIYTGEEPYKCEECGKAFNLS.